From a dataset of NCI-60 drug combinations with 297,098 pairs across 59 cell lines. Regression. Given two drug SMILES strings and cell line genomic features, predict the synergy score measuring deviation from expected non-interaction effect. (1) Drug 1: CC1=C(C=C(C=C1)C(=O)NC2=CC(=CC(=C2)C(F)(F)F)N3C=C(N=C3)C)NC4=NC=CC(=N4)C5=CN=CC=C5. Drug 2: CC1CCCC2(C(O2)CC(NC(=O)CC(C(C(=O)C(C1O)C)(C)C)O)C(=CC3=CSC(=N3)C)C)C. Cell line: MCF7. Synergy scores: CSS=31.4, Synergy_ZIP=2.42, Synergy_Bliss=1.74, Synergy_Loewe=1.01, Synergy_HSA=3.22. (2) Drug 1: CNC(=O)C1=CC=CC=C1SC2=CC3=C(C=C2)C(=NN3)C=CC4=CC=CC=N4. Drug 2: COC1=CC(=CC(=C1O)OC)C2C3C(COC3=O)C(C4=CC5=C(C=C24)OCO5)OC6C(C(C7C(O6)COC(O7)C8=CC=CS8)O)O. Cell line: SNB-75. Synergy scores: CSS=25.1, Synergy_ZIP=-8.25, Synergy_Bliss=1.72, Synergy_Loewe=2.80, Synergy_HSA=2.77. (3) Drug 1: CCCS(=O)(=O)NC1=C(C(=C(C=C1)F)C(=O)C2=CNC3=C2C=C(C=N3)C4=CC=C(C=C4)Cl)F. Drug 2: COC1=C(C=C2C(=C1)N=CN=C2NC3=CC(=C(C=C3)F)Cl)OCCCN4CCOCC4. Cell line: SK-MEL-2. Synergy scores: CSS=33.2, Synergy_ZIP=2.02, Synergy_Bliss=7.75, Synergy_Loewe=0.431, Synergy_HSA=4.67. (4) Drug 1: CC(C1=C(C=CC(=C1Cl)F)Cl)OC2=C(N=CC(=C2)C3=CN(N=C3)C4CCNCC4)N. Drug 2: CC12CCC3C(C1CCC2O)C(CC4=C3C=CC(=C4)O)CCCCCCCCCS(=O)CCCC(C(F)(F)F)(F)F. Cell line: NCIH23. Synergy scores: CSS=19.5, Synergy_ZIP=2.67, Synergy_Bliss=9.99, Synergy_Loewe=2.27, Synergy_HSA=9.33. (5) Drug 1: CS(=O)(=O)C1=CC(=C(C=C1)C(=O)NC2=CC(=C(C=C2)Cl)C3=CC=CC=N3)Cl. Drug 2: CNC(=O)C1=CC=CC=C1SC2=CC3=C(C=C2)C(=NN3)C=CC4=CC=CC=N4. Cell line: CCRF-CEM. Synergy scores: CSS=17.5, Synergy_ZIP=-1.06, Synergy_Bliss=6.27, Synergy_Loewe=1.31, Synergy_HSA=5.79. (6) Drug 1: C1=NNC2=C1C(=O)NC=N2. Drug 2: CCC1(C2=C(COC1=O)C(=O)N3CC4=CC5=C(C=CC(=C5CN(C)C)O)N=C4C3=C2)O.Cl. Cell line: HT29. Synergy scores: CSS=10.3, Synergy_ZIP=0.213, Synergy_Bliss=0.978, Synergy_Loewe=-13.9, Synergy_HSA=-0.551. (7) Drug 1: C1=CC(=CC=C1C#N)C(C2=CC=C(C=C2)C#N)N3C=NC=N3. Drug 2: C1C(C(OC1N2C=NC3=C2NC=NCC3O)CO)O. Cell line: 786-0. Synergy scores: CSS=2.37, Synergy_ZIP=-1.70, Synergy_Bliss=-4.28, Synergy_Loewe=-1.12, Synergy_HSA=-6.21. (8) Drug 1: C1C(C(OC1N2C=NC(=NC2=O)N)CO)O. Drug 2: CC1C(C(CC(O1)OC2CC(CC3=C2C(=C4C(=C3O)C(=O)C5=CC=CC=C5C4=O)O)(C(=O)C)O)N)O. Cell line: HCT-15. Synergy scores: CSS=43.6, Synergy_ZIP=-6.98, Synergy_Bliss=-3.75, Synergy_Loewe=0.239, Synergy_HSA=1.15. (9) Drug 1: C1=NC2=C(N1)C(=S)N=C(N2)N. Drug 2: C1C(C(OC1N2C=C(C(=O)NC2=O)F)CO)O. Cell line: MDA-MB-231. Synergy scores: CSS=54.8, Synergy_ZIP=2.24, Synergy_Bliss=3.71, Synergy_Loewe=-1.52, Synergy_HSA=8.02. (10) Drug 1: C1=CC(=CC=C1CCCC(=O)O)N(CCCl)CCCl. Drug 2: C1=CC(=CC=C1C#N)C(C2=CC=C(C=C2)C#N)N3C=NC=N3. Cell line: MDA-MB-435. Synergy scores: CSS=-4.22, Synergy_ZIP=0.0838, Synergy_Bliss=-1.60, Synergy_Loewe=-5.84, Synergy_HSA=-5.23.